From a dataset of Catalyst prediction with 721,799 reactions and 888 catalyst types from USPTO. Predict which catalyst facilitates the given reaction. (1) Reactant: [CH:1]([NH:4][C:5]1[S:6][C:7]2[C:12]([N:13]=1)=[CH:11][CH:10]=[C:9]([CH2:14]O)[N:8]=2)([CH3:3])[CH3:2].O=S(Cl)[Cl:18]. Product: [ClH:18].[ClH:18].[Cl:18][CH2:14][C:9]1[N:8]=[C:7]2[S:6][C:5]([NH:4][CH:1]([CH3:3])[CH3:2])=[N:13][C:12]2=[CH:11][CH:10]=1. The catalyst class is: 2. (2) Reactant: S1C=C(C[C@@H:7]([N:11]([C:13]([O:15][C:16]([CH3:19])([CH3:18])[CH3:17])=[O:14])C)C(O)=O)C2C=CC=CC1=2.ON1C2N=CC=CC=2N=N1.Cl.CN(C)CCCN=C=NCC.CNC(=O)[C@H](NC)CC1C=CC=CC=1.C(N(C(C)C)CC)(C)C. Product: [C:16]([O:15][C:13](=[O:14])[NH:11][CH3:7])([CH3:19])([CH3:18])[CH3:17]. The catalyst class is: 2. (3) Reactant: NC1SC(C2C(F)=CC=CC=2F)=NC=1C(NC1C=NN(C)C=1N1CCCN(C2CNC2)CC1)=O.[CH3:35][N:36]1[C:40]([N:41]2[CH2:47][CH2:46][CH2:45][NH:44][CH2:43][CH2:42]2)=[C:39]([N+:48]([O-:50])=[O:49])[CH:38]=[N:37]1.[C:51]([O:55][C:56]([NH:58][CH2:59][C:60](O)=[O:61])=[O:57])([CH3:54])([CH3:53])[CH3:52].C1CN([P+](ON2N=NC3C=CC=CC2=3)(N2CCCC2)N2CCCC2)CC1.F[P-](F)(F)(F)(F)F.CCN(C(C)C)C(C)C. Product: [CH3:35][N:36]1[C:40]([N:41]2[CH2:47][CH2:46][CH2:45][N:44]([C:60](=[O:61])[CH2:59][NH:58][C:56](=[O:57])[O:55][C:51]([CH3:52])([CH3:53])[CH3:54])[CH2:43][CH2:42]2)=[C:39]([N+:48]([O-:50])=[O:49])[CH:38]=[N:37]1. The catalyst class is: 2. (4) Reactant: [CH:1]([C:3]1[CH:4]=[C:5]([C@H:9]([O:11][C:12]([C@@H:14]2[CH2:19][CH2:18][CH2:17][N:16]([C:20](=[O:52])[C@@H:21]([NH:37][C:38](=[O:51])[C@@H:39]([NH:43][C:44](OC(C)(C)C)=[O:45])[CH:40]([CH3:42])[CH3:41])[CH2:22][C:23]3[CH:28]=[CH:27][CH:26]=[C:25]([O:29][Si:30]([C:33]([CH3:36])([CH3:35])[CH3:34])([CH3:32])[CH3:31])[CH:24]=3)[NH:15]2)=[O:13])[CH3:10])[CH:6]=[CH:7][CH:8]=1)=[CH2:2].[CH:53](N(CC)C(C)C)(C)C.C(N=C=NCCCN(C)C)C.[OH:73][C:74]1[C:82]2N=NN[C:78]=2[CH:77]=[CH:76][CH:75]=1. Product: [CH:8]([C:3]1[CH:4]=[C:5]([C@H:9]([O:11][C:12]([C@@H:14]2[CH2:19][CH2:18][CH2:17][N:16]([C:20](=[O:52])[C@@H:21]([NH:37][C:38](=[O:51])[C@@H:39]([NH:43][C:44](=[O:45])[CH2:75][C@H:74]([O:73][CH3:53])[CH2:82][CH2:78][CH:77]=[CH2:76])[CH:40]([CH3:42])[CH3:41])[CH2:22][C:23]3[CH:28]=[CH:27][CH:26]=[C:25]([O:29][Si:30]([C:33]([CH3:34])([CH3:35])[CH3:36])([CH3:31])[CH3:32])[CH:24]=3)[NH:15]2)=[O:13])[CH3:10])[CH:6]=[CH:2][CH:1]=1)=[CH2:7]. The catalyst class is: 4. (5) Reactant: [NH2:1][CH2:2][CH:3]1[CH2:7][CH2:6][N:5]([C:8]([O:10][C:11]([CH3:14])([CH3:13])[CH3:12])=[O:9])[CH2:4]1.[O:15]1[C:24]2[CH:23]=[C:22]([CH:25]=O)[N:21]=[CH:20][C:19]=2[O:18][CH2:17][CH2:16]1.[BH4-].[Na+].O. Product: [O:15]1[C:24]2[CH:23]=[C:22]([CH2:25][NH:1][CH2:2][CH:3]3[CH2:7][CH2:6][N:5]([C:8]([O:10][C:11]([CH3:14])([CH3:13])[CH3:12])=[O:9])[CH2:4]3)[N:21]=[CH:20][C:19]=2[O:18][CH2:17][CH2:16]1. The catalyst class is: 138. (6) The catalyst class is: 2. Reactant: [NH2:1][C:2]1[C:3]([NH:9][C@@H:10]2[CH2:14][CH2:13][N:12]([C:15]([O:17][C:18]([CH3:21])([CH3:20])[CH3:19])=[O:16])[CH2:11]2)=[N:4][CH:5]=[C:6]([Cl:8])[CH:7]=1.CCN(C(C)C)C(C)C.Cl[C:32](Cl)([O:34]C(=O)OC(Cl)(Cl)Cl)Cl. Product: [Cl:8][C:6]1[CH:7]=[C:2]2[NH:1][C:32](=[O:34])[N:9]([C@@H:10]3[CH2:14][CH2:13][N:12]([C:15]([O:17][C:18]([CH3:21])([CH3:20])[CH3:19])=[O:16])[CH2:11]3)[C:3]2=[N:4][CH:5]=1. (7) Reactant: [CH2:1]([N:7]1[C:14](=[O:15])[CH:13]2[CH:9](N=N[C:12]2([CH:25]([CH3:27])[CH3:26])[C:16]2[CH:21]=[CH:20][CH:19]=[C:18]([N+:22]([O-:24])=[O:23])[CH:17]=2)[C:8]1=[O:28])[CH2:2][CH2:3][CH2:4][CH2:5][CH3:6]. Product: [CH2:1]([N:7]1[C:14](=[O:15])[CH:13]2[CH:9]([C:12]2([CH:25]([CH3:27])[CH3:26])[C:16]2[CH:21]=[CH:20][CH:19]=[C:18]([N+:22]([O-:24])=[O:23])[CH:17]=2)[C:8]1=[O:28])[CH2:2][CH2:3][CH2:4][CH2:5][CH3:6]. The catalyst class is: 12. (8) Reactant: C(=O)(OC(C)CC)[O:2][C:3](=[O:14])[CH2:4][O:5][C:6]1[CH:11]=[CH:10][C:9]([O:12][CH3:13])=[CH:8][CH:7]=1.[Na+].[Cl-].[OH-].[Na+].[CH3:25][C:26]([O:29][OH:30])([CH3:28])[CH3:27]. Product: [CH3:13][O:12][C:9]1[CH:8]=[CH:7][C:6]([O:5][CH2:4][C:3]([O:2][O:30][O:29][C:26]([CH3:28])([CH3:27])[CH3:25])=[O:14])=[CH:11][CH:10]=1. The catalyst class is: 27. (9) Reactant: [Si:1]([O:8][C:9]1[CH:10]=[CH:11][C:12]([CH3:20])=[C:13]([CH:19]=1)[C:14]([O:16][CH2:17][CH3:18])=[O:15])([C:4]([CH3:7])([CH3:6])[CH3:5])([CH3:3])[CH3:2].[Br:21]N1C(=O)CCC1=O.C(OOC(=O)C1C=CC=CC=1)(=O)C1C=CC=CC=1. Product: [Br:21][CH2:20][C:12]1[CH:11]=[CH:10][C:9]([O:8][Si:1]([C:4]([CH3:6])([CH3:7])[CH3:5])([CH3:2])[CH3:3])=[CH:19][C:13]=1[C:14]([O:16][CH2:17][CH3:18])=[O:15]. The catalyst class is: 53. (10) Reactant: ON1C(=O)CCC1=O.[C:9]([O:22][CH:23]([C:25]1[C:37]([N+:38]([O-:40])=[O:39])=[CH:36][C:28]([O:29][CH2:30][CH2:31][CH2:32][C:33](O)=[O:34])=[C:27]([O:41][CH3:42])[CH:26]=1)[CH3:24])(=[O:21])[CH2:10][CH2:11][CH2:12][CH2:13][CH2:14][CH2:15][CH2:16][CH2:17][CH2:18][CH2:19][CH3:20].C1CCC(N=C=NC2CCCCC2)CC1.[NH2:58][O:59][CH2:60][CH2:61][O:62][CH2:63][CH2:64][O:65][CH2:66][CH2:67][O:68][CH2:69][CH2:70][NH2:71]. Product: [C:9]([O:22][CH:23]([C:25]1[CH:26]=[C:27]([O:41][CH3:42])[C:28]([O:29][CH2:30][CH2:31][CH2:32][C:33](=[O:34])[NH:71][CH2:70][CH2:69][O:68][CH2:67][CH2:66][O:65][CH2:64][CH2:63][O:62][CH2:61][CH2:60][O:59][NH2:58])=[CH:36][C:37]=1[N+:38]([O-:40])=[O:39])[CH3:24])(=[O:21])[CH2:10][CH2:11][CH2:12][CH2:13][CH2:14][CH2:15][CH2:16][CH2:17][CH2:18][CH2:19][CH3:20]. The catalyst class is: 59.